From a dataset of Full USPTO retrosynthesis dataset with 1.9M reactions from patents (1976-2016). Predict the reactants needed to synthesize the given product. (1) Given the product [NH:23]1[C:24]2=[N:25][CH:26]=[CH:27][CH:28]=[C:29]2[C:21]([C:19](=[O:20])[CH3:14])=[N:22]1, predict the reactants needed to synthesize it. The reactants are: OS(O)(=O)=O.O.C(O)(=O)C.COC(=O)[CH:14]([C:19]([C:21]1[C:29]2[C:24](=[N:25][CH:26]=[CH:27][CH:28]=2)[NH:23][N:22]=1)=[O:20])C(OC)=O. (2) Given the product [CH3:20][O:15][C:14](=[O:16])[CH:13]([C:5]1[CH:6]=[CH:7][C:8]([N+:10]([O-:12])=[O:11])=[CH:9][C:4]=1[N+:1]([O-:3])=[O:2])[CH3:17], predict the reactants needed to synthesize it. The reactants are: [N+:1]([C:4]1[CH:9]=[C:8]([N+:10]([O-:12])=[O:11])[CH:7]=[CH:6][C:5]=1[CH:13]([CH3:17])[C:14]([OH:16])=[O:15])([O-:3])=[O:2].CO.[CH3:20][Si](C=[N+]=[N-])(C)C. (3) Given the product [OH:11][C:10]1[C:9]([O:13][CH3:14])=[CH:8][C:5]([CH:6]=[O:7])=[CH:4][C:3]=1[O:2][CH3:1], predict the reactants needed to synthesize it. The reactants are: [CH3:1][O:2][C:3]1[CH:4]=[C:5]([CH:8]=[C:9]([O:13][CH3:14])[C:10]=1[O:11]C)[CH:6]=[O:7].CNC. (4) Given the product [Br:26][CH2:27][C:28](=[O:32])[C:29]([NH:1][C:2]12[C:20](=[O:21])[C:19]3[C:14](=[CH:15][CH:16]=[CH:17][CH:18]=3)[C:3]1([OH:25])[O:4][C:5]1[CH:10]=[C:9]([CH:11]([CH3:12])[CH3:13])[CH:8]=[CH:7][C:6]=12)=[O:30], predict the reactants needed to synthesize it. The reactants are: [NH2:1][C:2]12[C:20](=[O:21])[C:19]3[C:14](=[C:15]([N+]([O-])=O)[CH:16]=[CH:17][CH:18]=3)[C:3]1([OH:25])[O:4][C:5]1[CH:10]=[C:9]([CH:11]([CH3:13])[CH3:12])[CH:8]=[CH:7][C:6]=12.[Br:26][CH2:27][C:28](=[O:32])[C:29](O)=[O:30].P(Cl)(Cl)(Cl)=O. (5) The reactants are: [Br:1][C:2]1[CH:7]=[CH:6][C:5]([S:8](Cl)(=O)=O)=[C:4]([C:12]([F:15])([F:14])[F:13])[CH:3]=1.C1(P(C2C=CC=CC=2)C2C=CC=CC=2)C=CC=CC=1.O.C(O)(=O)CC(CC(O)=O)(C(O)=O)O. Given the product [Br:1][C:2]1[CH:7]=[CH:6][C:5]([SH:8])=[C:4]([C:12]([F:15])([F:13])[F:14])[CH:3]=1, predict the reactants needed to synthesize it. (6) Given the product [F:20][C:18]1[C:17]([F:21])=[CH:16][N:15]([C:8]2[CH:9]=[CH:10][C:11]([N+:12]([O-:14])=[O:13])=[C:6]([OH:5])[CH:7]=2)[CH:19]=1, predict the reactants needed to synthesize it. The reactants are: C([O:5][C:6]1[CH:7]=[C:8]([N:15]2[CH:19]=[C:18]([F:20])[C:17]([F:21])=[CH:16]2)[CH:9]=[CH:10][C:11]=1[N+:12]([O-:14])=[O:13])(C)(C)C.FC(F)(F)C(O)=O.